From a dataset of Forward reaction prediction with 1.9M reactions from USPTO patents (1976-2016). Predict the product of the given reaction. (1) The product is: [CH3:23][O:22][C:20](=[O:21])[C:19]1[CH:24]=[CH:25][C:16]([C:9]2[O:10][C:6]3[CH:5]=[CH:4][C:3]([O:2][CH3:1])=[CH:14][C:7]=3[CH:8]=2)=[CH:17][CH:18]=1. Given the reactants [CH3:1][O:2][C:3]1[CH:4]=[CH:5][C:6]2[O:10][C:9](B(O)O)=[CH:8][C:7]=2[CH:14]=1.I[C:16]1[CH:25]=[CH:24][C:19]([C:20]([O:22][CH3:23])=[O:21])=[CH:18][CH:17]=1, predict the reaction product. (2) Given the reactants [Cl:1][C:2]1[CH:3]=[C:4]([OH:11])[C:5](=[CH:9][CH:10]=1)[C:6]([OH:8])=[O:7].C(=O)([O-])[O-].[K+].[K+].S(OCC)(O[CH2:22][CH3:23])(=O)=O.[CH3:27][C:28](C)=O, predict the reaction product. The product is: [Cl:1][C:2]1[CH:10]=[CH:9][C:5]([C:6]([O:8][CH2:22][CH3:23])=[O:7])=[C:4]([O:11][CH2:27][CH3:28])[CH:3]=1. (3) Given the reactants [H-].[Na+].[F:3][C:4]([F:18])([F:17])[O:5][C:6]1[CH:7]=[C:8]2[C:12](=[CH:13][CH:14]=1)[NH:11][C:10](=[O:15])[C:9]2=[O:16].[CH3:19][O:20][C:21](=[O:28])[CH:22](Br)[CH2:23][CH:24]([CH3:26])[CH3:25], predict the reaction product. The product is: [CH3:19][O:20][C:21](=[O:28])[CH:22]([N:11]1[C:12]2[C:8](=[CH:7][C:6]([O:5][C:4]([F:3])([F:17])[F:18])=[CH:14][CH:13]=2)[C:9](=[O:16])[C:10]1=[O:15])[CH2:23][CH:24]([CH3:26])[CH3:25]. (4) Given the reactants [C:1]1([NH2:8])[CH:6]=[CH:5][CH:4]=[CH:3][C:2]=1[NH2:7].N1C=CC=CC=1.[S:15](Cl)(Cl)=O, predict the reaction product. The product is: [N:7]1[S:15][N:8]=[C:1]2[CH:6]=[CH:5][CH:4]=[CH:3][C:2]=12. (5) The product is: [CH3:14][N:15]([CH3:23])/[CH:16]=[C:17](\[C:7](=[O:8])[C:6]1[CH:10]=[CH:11][C:3]([C:2]([F:13])([F:12])[F:1])=[CH:4][CH:5]=1)/[C:18]([O:20][CH2:21][CH3:22])=[O:19]. Given the reactants [F:1][C:2]([F:13])([F:12])[C:3]1[CH:11]=[CH:10][C:6]([C:7](Cl)=[O:8])=[CH:5][CH:4]=1.[CH3:14][N:15]([CH3:23])[CH:16]=[CH:17][C:18]([O:20][CH2:21][CH3:22])=[O:19].C(N(CC)CC)C.C(OCC)(=O)C, predict the reaction product.